From a dataset of Full USPTO retrosynthesis dataset with 1.9M reactions from patents (1976-2016). Predict the reactants needed to synthesize the given product. (1) Given the product [C:1]([C:3]([NH:6][C:7]([C:9]1[C:10]2[CH2:11][C@H:12]3[CH2:24][C@H:13]3[C:14]=2[N:15]([C:17]2[CH:22]=[C:21]([Cl:25])[CH:20]=[CH:19][N:18]=2)[N:16]=1)=[O:8])([CH3:5])[CH3:4])#[N:2], predict the reactants needed to synthesize it. The reactants are: [C:1]([C:3]([NH:6][C:7]([C:9]1[C:10]2[CH2:11][C@H:12]3[CH2:24][C@H:13]3[C:14]=2[N:15]([C:17]2[CH:22]=[C:21](Br)[CH:20]=[CH:19][N:18]=2)[N:16]=1)=[O:8])([CH3:5])[CH3:4])#[N:2].[Cl-:25].[Li+]. (2) Given the product [NH2:28][C:26]1[N:25]=[CH:24][N:23]=[C:22]2[N:21]([CH:29]([CH3:31])[CH3:30])[N:20]=[C:19]([C:11]3[CH:10]=[C:9]([CH:14]=[CH:13][CH:12]=3)[C:7]([NH:6][C:2]3[S:1][CH2:5][CH2:4][N:3]=3)=[O:8])[C:27]=12, predict the reactants needed to synthesize it. The reactants are: [S:1]1[CH2:5][CH2:4][N:3]=[C:2]1[NH:6][C:7]([C:9]1[CH:10]=[C:11](B(O)O)[CH:12]=[CH:13][CH:14]=1)=[O:8].I[C:19]1[C:27]2[C:22](=[N:23][CH:24]=[N:25][C:26]=2[NH2:28])[N:21]([CH:29]([CH3:31])[CH3:30])[N:20]=1.C([O-])([O-])=O.[Na+].[Na+].